The task is: Predict which catalyst facilitates the given reaction.. This data is from Catalyst prediction with 721,799 reactions and 888 catalyst types from USPTO. (1) Reactant: [NH2:1][C:2]1[N:6]=[C:5]([CH2:7][OH:8])[NH:4][N:3]=1.[Cl:9][CH:10]([CH:13]=O)[CH:11]=O. Product: [Cl:9][C:10]1[CH:11]=[N:1][C:2]2[N:3]([N:4]=[C:5]([CH2:7][OH:8])[N:6]=2)[CH:13]=1. The catalyst class is: 15. (2) Reactant: [CH3:1][C:2]1[CH:7]=[CH:6][N:5]=[C:4]([CH2:8]O)[C:3]=1[CH2:10][O:11][CH:12]1[CH2:17][CH2:16][CH2:15][CH2:14][O:13]1.CCN(CC)CC.CS(Cl)(=O)=O.[F:30][C:31]([F:40])([F:39])[C:32]1[C:33]([OH:38])=[N:34][CH:35]=[CH:36][CH:37]=1. Product: [CH3:1][C:2]1[CH:7]=[CH:6][N:5]=[C:4]([CH2:8][N:34]2[CH:35]=[CH:36][CH:37]=[C:32]([C:31]([F:39])([F:40])[F:30])[C:33]2=[O:38])[C:3]=1[CH2:10][O:11][CH:12]1[CH2:17][CH2:16][CH2:15][CH2:14][O:13]1. The catalyst class is: 2. (3) Reactant: Cl[C:2]1[CH:7]=[CH:6][N:5]=[CH:4][C:3]=1[C:8]([OH:26])([CH3:25])[CH2:9][N:10]1[C:18]2[CH:17]=[CH:16][C:15]([CH3:19])=[CH:14][C:13]=2[C:12]2[CH2:20][N:21]([CH3:24])[CH2:22][CH2:23][C:11]1=2.[F-:27].[Cs+]. Product: [CH3:24][N:21]1[CH2:22][CH2:23][C:11]2[N:10]([CH2:9][C:8]([C:3]3[CH:4]=[N:5][CH:6]=[CH:7][C:2]=3[F:27])([OH:26])[CH3:25])[C:18]3[CH:17]=[CH:16][C:15]([CH3:19])=[CH:14][C:13]=3[C:12]=2[CH2:20]1. The catalyst class is: 3. (4) Reactant: [N:1]([CH2:4][C@@H:5]([C:14]1[CH:23]=[CH:22][C:21]([O:24]CC2C=CC=CC=2)=[C:20]2[C:15]=1[CH:16]=[CH:17][C:18](=[O:32])[NH:19]2)[O:6][Si:7]([C:10]([CH3:13])([CH3:12])[CH3:11])([CH3:9])[CH3:8])=[N+]=[N-].[CH:33]([O-:35])=[O:34].[NH4+]. Product: [CH:33]([OH:35])=[O:34].[NH2:1][CH2:4][C@@H:5]([C:14]1[CH:23]=[CH:22][C:21]([OH:24])=[C:20]2[C:15]=1[CH:16]=[CH:17][C:18](=[O:32])[NH:19]2)[O:6][Si:7]([C:10]([CH3:13])([CH3:12])[CH3:11])([CH3:9])[CH3:8]. The catalyst class is: 43. (5) Reactant: [OH:1][CH2:2][C@@H:3]([NH:7][C:8](=[O:17])[O:9][CH2:10][C:11]1[CH:16]=[CH:15][CH:14]=[CH:13][CH:12]=1)[CH2:4][O:5][CH3:6].C(N(CC)CC)C.[CH3:25][S:26](Cl)(=[O:28])=[O:27]. Product: [CH3:25][S:26]([O:1][CH2:2][C@@H:3]([NH:7][C:8]([O:9][CH2:10][C:11]1[CH:16]=[CH:15][CH:14]=[CH:13][CH:12]=1)=[O:17])[CH2:4][O:5][CH3:6])(=[O:28])=[O:27]. The catalyst class is: 2.